From a dataset of Catalyst prediction with 721,799 reactions and 888 catalyst types from USPTO. Predict which catalyst facilitates the given reaction. Reactant: [C:1]1([C:7]([NH:9][CH:10]2[CH2:15][NH:14][CH2:13][CH:12]([C:16]3[CH:26]=[CH:25][C:19]([C:20]([O:22][CH2:23][CH3:24])=[O:21])=[CH:18][CH:17]=3)[CH2:11]2)=[O:8])[CH:6]=[CH:5][CH:4]=[CH:3][CH:2]=1.[N:27]1([C:33](Cl)=[O:34])[CH2:32][CH2:31][O:30][CH2:29][CH2:28]1.C(N(CC)CC)C.O. Product: [N:27]1([C:33]([N:14]2[CH2:15][CH:10]([NH:9][C:7]([C:1]3[CH:2]=[CH:3][CH:4]=[CH:5][CH:6]=3)=[O:8])[CH2:11][CH:12]([C:16]3[CH:17]=[CH:18][C:19]([C:20]([O:22][CH2:23][CH3:24])=[O:21])=[CH:25][CH:26]=3)[CH2:13]2)=[O:34])[CH2:32][CH2:31][O:30][CH2:29][CH2:28]1. The catalyst class is: 4.